This data is from Forward reaction prediction with 1.9M reactions from USPTO patents (1976-2016). The task is: Predict the product of the given reaction. (1) Given the reactants [O:1]=[C:2]1[N:8]([CH:9]2[CH2:14][CH2:13][N:12]([C:15]([O:17][C@H:18]([CH2:35][C:36]3[CH:41]=[C:40]([C:42]([F:45])([F:44])[F:43])[C:39]([NH2:46])=[C:38]([Cl:47])[CH:37]=3)[C:19]([N:21]3[CH2:26][CH2:25][CH:24]([N:27]4[CH2:31][CH2:30][CH2:29][C@@H:28]4[C:32]([OH:34])=[O:33])[CH2:23][CH2:22]3)=[O:20])=[O:16])[CH2:11][CH2:10]2)[CH2:7][CH2:6][C:5]2[CH:48]=[CH:49][CH:50]=[CH:51][C:4]=2[NH:3]1.[N:52]1([CH2:58][CH2:59]O)[CH2:57][CH2:56][O:55][CH2:54][CH2:53]1, predict the reaction product. The product is: [O:1]=[C:2]1[N:8]([CH:9]2[CH2:14][CH2:13][N:12]([C:15]([O:17][C@H:18]([CH2:35][C:36]3[CH:41]=[C:40]([C:42]([F:43])([F:45])[F:44])[C:39]([NH2:46])=[C:38]([Cl:47])[CH:37]=3)[C:19]([N:21]3[CH2:22][CH2:23][CH:24]([N:27]4[CH2:31][CH2:30][CH2:29][C@@H:28]4[C:32]([O:34][CH2:59][CH2:58][N:52]4[CH2:57][CH2:56][O:55][CH2:54][CH2:53]4)=[O:33])[CH2:25][CH2:26]3)=[O:20])=[O:16])[CH2:11][CH2:10]2)[CH2:7][CH2:6][C:5]2[CH:48]=[CH:49][CH:50]=[CH:51][C:4]=2[NH:3]1. (2) Given the reactants [CH3:1][C:2]([Si:5]([CH3:26])([CH3:25])[O:6][CH2:7][C:8]1[CH:13]=[CH:12][CH:11]=[C:10]([O:14][CH2:15][O:16][CH3:17])[C:9]=1[C:18](=O)[C:19]([O:21][CH2:22][CH3:23])=[O:20])([CH3:4])[CH3:3].[C:27]1(C)C=CC=CC=1, predict the reaction product. The product is: [CH2:22]([O:21][C:19](=[O:20])[C:18]([C:9]1[C:10]([O:14][CH2:15][O:16][CH3:17])=[CH:11][CH:12]=[CH:13][C:8]=1[CH2:7][O:6][Si:5]([C:2]([CH3:4])([CH3:3])[CH3:1])([CH3:26])[CH3:25])=[CH2:27])[CH3:23].